From a dataset of Full USPTO retrosynthesis dataset with 1.9M reactions from patents (1976-2016). Predict the reactants needed to synthesize the given product. (1) Given the product [C:68]1(=[O:77])[C:76]2[C:71](=[CH:72][CH:73]=[CH:74][CH:75]=2)[CH2:70][CH2:69]1, predict the reactants needed to synthesize it. The reactants are: [2H]C1C([2H])=C([2H])C(B(O)O)=C([2H])C=1[2H].C1C=CC(P(C2C(C3C(P(C4C=CC=CC=4)C4C=CC=CC=4)=CC=C4C=3C=CC=C4)=C3C(C=CC=C3)=CC=2)C2C=CC=CC=2)=CC=1.C(N(CC)CC)C.[C:68]1(=[O:77])[C:76]2[C:71](=[CH:72][CH:73]=[CH:74][CH:75]=2)[CH:70]=[CH:69]1. (2) The reactants are: [N:1]([CH:4]([C:6]1[S:10][C:9]2[CH:11]=[CH:12][CH:13]=[CH:14][C:8]=2[C:7]=1[C:15]1[CH:20]=[CH:19][CH:18]=[CH:17][CH:16]=1)[CH3:5])=[N+]=[N-].C1(P(C2C=CC=CC=2)C2C=CC=CC=2)C=CC=CC=1. Given the product [C:15]1([C:7]2[C:8]3[CH:14]=[CH:13][CH:12]=[CH:11][C:9]=3[S:10][C:6]=2[CH:4]([NH2:1])[CH3:5])[CH:16]=[CH:17][CH:18]=[CH:19][CH:20]=1, predict the reactants needed to synthesize it. (3) Given the product [Cl:1][C:2]1[CH:11]=[C:10]([Cl:12])[C:9]([C:13]2[C:18]([F:19])=[CH:17][CH:16]=[CH:15][N:14]=2)=[CH:8][C:3]=1[C:4]([OH:6])=[O:5], predict the reactants needed to synthesize it. The reactants are: [Cl:1][C:2]1[CH:11]=[C:10]([Cl:12])[C:9]([C:13]2[C:18]([F:19])=[CH:17][CH:16]=[CH:15][N:14]=2)=[CH:8][C:3]=1[C:4]([O:6]C)=[O:5].[OH-].[Na+].